From a dataset of Blood-brain barrier permeability classification from the B3DB database. Regression/Classification. Given a drug SMILES string, predict its absorption, distribution, metabolism, or excretion properties. Task type varies by dataset: regression for continuous measurements (e.g., permeability, clearance, half-life) or binary classification for categorical outcomes (e.g., BBB penetration, CYP inhibition). Dataset: b3db_classification. The molecule is O=C(NCCSCc1ccccc1)/C(=C/c1ccco1)c1ccccc1. The result is 1 (penetrates BBB).